From a dataset of Reaction yield outcomes from USPTO patents with 853,638 reactions. Predict the reaction yield, written as a fraction of the theoretical maximum amount of product (1.0 means a 100% yield; for example, 0.34 means a 34% yield). (1) The reactants are [CH3:1][O:2][C:3]1[CH:4]=[C:5]2[C:10](=[CH:11][C:12]=1[O:13][CH3:14])[N:9]=[CH:8][CH:7]=[C:6]2[O:15][C:16]1[CH:22]=[CH:21][C:19]([NH2:20])=[C:18]([F:23])[CH:17]=1.C(O)C.[Cl:27][C:28]1[CH:29]=[C:30]([C:34]([N:36]=[C:37]=[S:38])=[O:35])[CH:31]=[CH:32][CH:33]=1. The catalyst is C1(C)C=CC=CC=1. The product is [Cl:27][C:28]1[CH:29]=[C:30]([CH:31]=[CH:32][CH:33]=1)[C:34]([NH:36][C:37]([NH:20][C:19]1[CH:21]=[CH:22][C:16]([O:15][C:6]2[C:5]3[C:10](=[CH:11][C:12]([O:13][CH3:14])=[C:3]([O:2][CH3:1])[CH:4]=3)[N:9]=[CH:8][CH:7]=2)=[CH:17][C:18]=1[F:23])=[S:38])=[O:35]. The yield is 0.930. (2) The reactants are CC1C=CC(C)=CC=1.[CH3:9][O:10][CH2:11][O:12][C:13]1[CH:14]=[C:15]([CH:19]=[C:20]([O:22][CH2:23][O:24][CH3:25])[CH:21]=1)[C:16](Cl)=O.[C:26]([O:29][C:30]1[CH:37]=[CH:36][C:33]([CH:34]=C)=[CH:32][CH:31]=1)(=[O:28])[CH3:27].CN1CCOCC1. The catalyst is [Pd].[Cl-].C(C1C=CC=C(C(C)C)C=1[NH+]1CCN(C2C(C(C)C)=CC=CC=2C(C)C)C1)(C)C.CCOC(C)=O. The product is [C:26]([O:29][C:30]1[CH:37]=[CH:36][C:33]([CH:34]=[CH:16][C:15]2[CH:14]=[C:13]([O:12][CH2:11][O:10][CH3:9])[CH:21]=[C:20]([O:22][CH2:23][O:24][CH3:25])[CH:19]=2)=[CH:32][CH:31]=1)(=[O:28])[CH3:27]. The yield is 0.590. (3) The reactants are [CH3:1][S:2](Cl)(=[O:4])=[O:3].[OH:6][CH:7]1[CH2:24][CH2:23][C:10]2([CH2:15][CH2:14][N:13]([C:16]([O:18][C:19]([CH3:22])([CH3:21])[CH3:20])=[O:17])[CH2:12][CH2:11]2)[CH2:9][CH2:8]1.CCN(CC)CC. No catalyst specified. The product is [CH3:1][S:2]([O:6][CH:7]1[CH2:8][CH2:9][C:10]2([CH2:15][CH2:14][N:13]([C:16]([O:18][C:19]([CH3:20])([CH3:21])[CH3:22])=[O:17])[CH2:12][CH2:11]2)[CH2:23][CH2:24]1)(=[O:4])=[O:3]. The yield is 0.880. (4) The yield is 0.310. The product is [Cl:1][C:2]1[CH:3]=[C:4]([CH:14]([CH2:18][CH:19]2[CH2:23][CH2:22][CH2:21][CH2:20]2)[C:15]([NH:34][C:32]([NH:31][CH3:30])=[O:33])=[O:16])[CH:5]=[CH:6][C:7]=1[N:8]1[C:12]([CH3:13])=[N:11][N:10]=[N:9]1. The catalyst is FC1C=CC=CC=1.CN(C)C=O.C(OCC)(=O)C. The reactants are [Cl:1][C:2]1[CH:3]=[C:4]([CH:14]([CH2:18][CH:19]2[CH2:23][CH2:22][CH2:21][CH2:20]2)[C:15](O)=[O:16])[CH:5]=[CH:6][C:7]=1[N:8]1[C:12]([CH3:13])=[N:11][N:10]=[N:9]1.C(Cl)(=O)C(Cl)=O.[CH3:30][NH:31][C:32]([NH2:34])=[O:33].N1C=CC=CC=1.Cl. (5) The reactants are [F:1][C:2]([F:7])([F:6])[C:3]([NH2:5])=O.COC1C=CC(P2(SP(C3C=CC(OC)=CC=3)(=S)S2)=[S:17])=CC=1.Br[CH2:31][C:32](=O)[C:33]([O:35][CH2:36][CH3:37])=[O:34]. The catalyst is C1COCC1. The product is [F:1][C:2]([F:7])([F:6])[C:3]1[S:17][CH:31]=[C:32]([C:33]([O:35][CH2:36][CH3:37])=[O:34])[N:5]=1. The yield is 0.320.